From a dataset of Reaction yield outcomes from USPTO patents with 853,638 reactions. Predict the reaction yield, written as a fraction of the theoretical maximum amount of product (1.0 means a 100% yield; for example, 0.34 means a 34% yield). (1) The catalyst is CCO.Cl.O.C(O)(=O)C. The reactants are [NH2:1][C:2]1[CH:3]=[C:4]2[C:9](=[C:10]([Br:12])[CH:11]=1)[N:8]=[CH:7][C:6]([C:13]#[N:14])=[C:5]2[NH:15][C:16]1[CH:21]=[CH:20][CH:19]=[C:18]([Cl:22])[CH:17]=1.[O:23]1[CH2:28][CH2:27][N:26]([CH2:29][CH:30]=O)[CH2:25][CH2:24]1.C([O-])(O)=O.[Na+].[BH3-]C#N.[Na+]. The product is [Br:12][C:10]1[CH:11]=[C:2]([NH:1][CH2:30][CH2:29][N:26]2[CH2:27][CH2:28][O:23][CH2:24][CH2:25]2)[CH:3]=[C:4]2[C:9]=1[N:8]=[CH:7][C:6]([C:13]#[N:14])=[C:5]2[NH:15][C:16]1[CH:21]=[CH:20][CH:19]=[C:18]([Cl:22])[CH:17]=1. The yield is 0.120. (2) The reactants are [N:1]1[CH:6]=[CH:5][CH:4]=[CH:3][C:2]=1[C:7]([NH:9][C:10]1[C:11]([C:21]([OH:23])=O)=[N:12][N:13]([CH:15]2[CH2:20][CH2:19][CH2:18][CH2:17][O:16]2)[CH:14]=1)=[O:8].[CH3:24][CH2:25][N:26]=C=NCCCN(C)C.[CH:35]1[CH:36]=[CH:37][C:38]2N(O)N=[N:41][C:39]=2C=1.C([N:47](CC)CC)C.C(=O)([O-])O.[Na+]. The catalyst is CN(C=O)C. The product is [N:47]1[CH:35]=[CH:36][CH:37]=[CH:38][C:39]=1[NH:41][CH2:24][CH2:25][NH:26][C:21]([C:11]1[C:10]([NH:9][C:7]([C:2]2[CH:3]=[CH:4][CH:5]=[CH:6][N:1]=2)=[O:8])=[CH:14][N:13]([CH:15]2[CH2:20][CH2:19][CH2:18][CH2:17][O:16]2)[N:12]=1)=[O:23]. The yield is 0.710. (3) The product is [Cl:26][C:27]1[CH:32]=[C:31]([C:33]([F:36])([F:35])[F:34])[CH:30]=[CH:29][C:28]=1[NH:37][C:38]([NH:1][C:2]1[CH:3]=[C:4]([N:9]([CH3:25])[C:10]2[N:15]=[C:14]3[S:16][C:17]([NH:19][C:20]([CH:22]4[CH2:23][CH2:24]4)=[O:21])=[N:18][C:13]3=[CH:12][CH:11]=2)[CH:5]=[CH:6][C:7]=1[F:8])=[O:39]. The catalyst is CN(C)C=O.C(OCC)(=O)C. The yield is 0.640. The reactants are [NH2:1][C:2]1[CH:3]=[C:4]([N:9]([CH3:25])[C:10]2[N:15]=[C:14]3[S:16][C:17]([NH:19][C:20]([CH:22]4[CH2:24][CH2:23]4)=[O:21])=[N:18][C:13]3=[CH:12][CH:11]=2)[CH:5]=[CH:6][C:7]=1[F:8].[Cl:26][C:27]1[CH:32]=[C:31]([C:33]([F:36])([F:35])[F:34])[CH:30]=[CH:29][C:28]=1[N:37]=[C:38]=[O:39].